From a dataset of Forward reaction prediction with 1.9M reactions from USPTO patents (1976-2016). Predict the product of the given reaction. (1) Given the reactants [CH2:1]([C:3]1[CH:4]=[C:5]2[C:10](=[CH:11][C:12]=1[OH:13])[O:9][CH:8]([C:14]([F:17])([F:16])[F:15])[C:7]([C:18]([OH:20])=[O:19])=[CH:6]2)[CH3:2].S(Cl)([Cl:24])(=O)=O, predict the reaction product. The product is: [Cl:24][C:4]1[C:3]([CH2:1][CH3:2])=[C:12]([OH:13])[CH:11]=[C:10]2[C:5]=1[CH:6]=[C:7]([C:18]([OH:20])=[O:19])[CH:8]([C:14]([F:15])([F:16])[F:17])[O:9]2. (2) Given the reactants [NH2:1][C:2]1[CH:3]=[C:4]([C:8]2[CH:13]=[C:12]([C:14]3[CH:19]=[CH:18][C:17]([Br:20])=[CH:16][C:15]=3[O:21][CH2:22][O:23][CH3:24])[N:11]=[C:10]([NH:25][C:26]([C:28]3[S:29][CH:30]=[CH:31][CH:32]=3)=[O:27])[C:9]=2[C:33]#[N:34])[CH:5]=[CH:6][CH:7]=1.[C:35]([NH:42][CH2:43][CH2:44][C:45](O)=[O:46])([O:37][C:38]([CH3:41])([CH3:40])[CH3:39])=[O:36].C1C=CC2N(O)N=NC=2C=1, predict the reaction product. The product is: [C:38]([O:37][C:35](=[O:36])[NH:42][CH2:43][CH2:44][C:45]([NH:1][C:2]1[CH:7]=[CH:6][CH:5]=[C:4]([C:8]2[CH:13]=[C:12]([C:14]3[CH:19]=[CH:18][C:17]([Br:20])=[CH:16][C:15]=3[O:21][CH2:22][O:23][CH3:24])[N:11]=[C:10]([NH:25][C:26]([C:28]3[S:29][CH:30]=[CH:31][CH:32]=3)=[O:27])[C:9]=2[C:33]#[N:34])[CH:3]=1)=[O:46])([CH3:41])([CH3:39])[CH3:40]. (3) Given the reactants [CH3:1][O:2][C:3]1[N:8]=[CH:7][C:6]([C:9]2[N:17]3[C:12]([CH:13]=[N:14][C:15]([NH:18][C:19]4[CH:24]=[CH:23][CH:22]=[C:21]([NH2:25])[CH:20]=4)=[N:16]3)=[CH:11][CH:10]=2)=[CH:5][CH:4]=1.C(Cl)Cl.[CH2:29]([N:31]([CH2:34]C)CC)[CH3:30].CC.[N-]=C=[O:40], predict the reaction product. The product is: [CH2:29]([NH:31][C:34]([NH:25][C:21]1[CH:22]=[CH:23][CH:24]=[C:19]([NH:18][C:15]2[N:14]=[CH:13][C:12]3=[CH:11][CH:10]=[C:9]([C:6]4[CH:7]=[N:8][C:3]([O:2][CH3:1])=[CH:4][CH:5]=4)[N:17]3[N:16]=2)[CH:20]=1)=[O:40])[CH3:30]. (4) Given the reactants C[O:2][C:3](=O)[C:4]1[CH:9]=[C:8]([C:10]#[N:11])[CH:7]=[CH:6][C:5]=1[CH2:12][N:13]([S:24]([C:27]1[CH:32]=[CH:31][CH:30]=[CH:29][C:28]=1[N+:33]([O-:35])=[O:34])(=[O:26])=[O:25])[CH:14]1[C:23]2[N:22]=[CH:21][CH:20]=[CH:19][C:18]=2[CH2:17][CH2:16][CH2:15]1.[Li+].[BH4-].N#N, predict the reaction product. The product is: [C:10]([C:8]1[CH:7]=[CH:6][C:5]([CH2:12][N:13]([CH:14]2[C:23]3[N:22]=[CH:21][CH:20]=[CH:19][C:18]=3[CH2:17][CH2:16][CH2:15]2)[S:24]([C:27]2[CH:32]=[CH:31][CH:30]=[CH:29][C:28]=2[N+:33]([O-:35])=[O:34])(=[O:26])=[O:25])=[C:4]([CH2:3][OH:2])[CH:9]=1)#[N:11]. (5) Given the reactants [Br:1][C:2]1[CH:3]=[C:4]([C:8]#[C:9][CH2:10][CH2:11][OH:12])[CH:5]=[CH:6][CH:7]=1, predict the reaction product. The product is: [Br:1][C:2]1[CH:3]=[C:4]([CH2:8][CH2:9][CH2:10][CH2:11][OH:12])[CH:5]=[CH:6][CH:7]=1. (6) Given the reactants [OH:1][C:2]1([CH2:15][CH:16]=O)[CH2:14][CH2:13][C:5]2([O:10][CH2:9][C:8]([CH3:12])([CH3:11])[CH2:7][O:6]2)[CH2:4][CH2:3]1.[C:18]1([CH3:27])[CH:23]=[CH:22][CH:21]=[CH:20][C:19]=1[C@@H:24]([NH2:26])[CH3:25], predict the reaction product. The product is: [CH3:11][C:8]1([CH3:12])[CH2:7][O:6][C:5]2([CH2:4][CH2:3][C:2]([CH2:15][CH2:16][NH:26][C@H:24]([C:19]3[CH:20]=[CH:21][CH:22]=[CH:23][C:18]=3[CH3:27])[CH3:25])([OH:1])[CH2:14][CH2:13]2)[O:10][CH2:9]1. (7) Given the reactants [F:1][C:2]1[CH:3]=[C:4]([CH:42]=[CH:43][CH:44]=1)[CH2:5][N:6]1[C:10]([CH3:11])=[C:9]([C:12]2[C:20]3[C:15](=[N:16][CH:17]=[C:18]([C:21]4[CH:22]=[C:23]([CH:38]=[CH:39][CH:40]=4)[O:24][CH:25]4[CH2:30][CH2:29][N:28](C(OC(C)(C)C)=O)[CH2:27][CH2:26]4)[CH:19]=3)[NH:14][CH:13]=2)[C:8]([CH3:41])=[N:7]1, predict the reaction product. The product is: [F:1][C:2]1[CH:3]=[C:4]([CH:42]=[CH:43][CH:44]=1)[CH2:5][N:6]1[C:10]([CH3:11])=[C:9]([C:12]2[C:20]3[C:15](=[N:16][CH:17]=[C:18]([C:21]4[CH:40]=[CH:39][CH:38]=[C:23]([O:24][CH:25]5[CH2:26][CH2:27][NH:28][CH2:29][CH2:30]5)[CH:22]=4)[CH:19]=3)[NH:14][CH:13]=2)[C:8]([CH3:41])=[N:7]1. (8) Given the reactants [N+:1]([C:4]1[CH:9]=[CH:8][C:7](O)=[CH:6][CH:5]=1)([O-:3])=[O:2].[ClH:11].COC[O:15][CH3:16], predict the reaction product. The product is: [Cl:11][CH2:7][C:8]1[CH:9]=[C:4]([N+:1]([O-:3])=[O:2])[CH:5]=[CH:6][C:16]=1[OH:15].